This data is from Full USPTO retrosynthesis dataset with 1.9M reactions from patents (1976-2016). The task is: Predict the reactants needed to synthesize the given product. Given the product [CH3:16][CH:15]([CH3:17])[CH2:14][C:13]1[S:12][C:11]2[C:10]3[CH:9]=[CH:8][CH:7]=[CH:6][C:5]=3[N:4]=[CH:3][C:2]=2[N:1]=1, predict the reactants needed to synthesize it. The reactants are: [NH2:1][C:2]1[CH:3]=[N:4][C:5]2[C:10]([C:11]=1[SH:12])=[CH:9][CH:8]=[CH:7][CH:6]=2.[C:13](O)(=O)[CH2:14][CH:15]([CH3:17])[CH3:16].O.